Dataset: NCI-60 drug combinations with 297,098 pairs across 59 cell lines. Task: Regression. Given two drug SMILES strings and cell line genomic features, predict the synergy score measuring deviation from expected non-interaction effect. (1) Drug 1: COC1=C(C=C2C(=C1)N=CN=C2NC3=CC(=C(C=C3)F)Cl)OCCCN4CCOCC4. Drug 2: CC(C1=C(C=CC(=C1Cl)F)Cl)OC2=C(N=CC(=C2)C3=CN(N=C3)C4CCNCC4)N. Cell line: COLO 205. Synergy scores: CSS=14.8, Synergy_ZIP=-5.19, Synergy_Bliss=4.21, Synergy_Loewe=2.88, Synergy_HSA=2.80. (2) Drug 1: C1=NC2=C(N1)C(=S)N=C(N2)N. Drug 2: CC1=C2C(C(=O)C3(C(CC4C(C3C(C(C2(C)C)(CC1OC(=O)C(C(C5=CC=CC=C5)NC(=O)C6=CC=CC=C6)O)O)OC(=O)C7=CC=CC=C7)(CO4)OC(=O)C)O)C)OC(=O)C. Cell line: OVCAR3. Synergy scores: CSS=64.2, Synergy_ZIP=-3.20, Synergy_Bliss=-4.11, Synergy_Loewe=-5.90, Synergy_HSA=-0.548.